Dataset: NCI-60 drug combinations with 297,098 pairs across 59 cell lines. Task: Regression. Given two drug SMILES strings and cell line genomic features, predict the synergy score measuring deviation from expected non-interaction effect. (1) Drug 1: CC1=CC2C(CCC3(C2CCC3(C(=O)C)OC(=O)C)C)C4(C1=CC(=O)CC4)C. Drug 2: CC1=C2C(C(=O)C3(C(CC4C(C3C(C(C2(C)C)(CC1OC(=O)C(C(C5=CC=CC=C5)NC(=O)OC(C)(C)C)O)O)OC(=O)C6=CC=CC=C6)(CO4)OC(=O)C)O)C)O. Cell line: EKVX. Synergy scores: CSS=40.3, Synergy_ZIP=4.97, Synergy_Bliss=7.33, Synergy_Loewe=-28.8, Synergy_HSA=10.0. (2) Drug 1: C1CC(C1)(C(=O)O)C(=O)O.[NH2-].[NH2-].[Pt+2]. Drug 2: CS(=O)(=O)CCNCC1=CC=C(O1)C2=CC3=C(C=C2)N=CN=C3NC4=CC(=C(C=C4)OCC5=CC(=CC=C5)F)Cl. Cell line: HL-60(TB). Synergy scores: CSS=41.1, Synergy_ZIP=3.80, Synergy_Bliss=-1.92, Synergy_Loewe=-5.89, Synergy_HSA=-7.02. (3) Drug 1: CCN(CC)CCNC(=O)C1=C(NC(=C1C)C=C2C3=C(C=CC(=C3)F)NC2=O)C. Drug 2: CCCCC(=O)OCC(=O)C1(CC(C2=C(C1)C(=C3C(=C2O)C(=O)C4=C(C3=O)C=CC=C4OC)O)OC5CC(C(C(O5)C)O)NC(=O)C(F)(F)F)O. Cell line: SNB-19. Synergy scores: CSS=40.8, Synergy_ZIP=5.17, Synergy_Bliss=6.17, Synergy_Loewe=1.31, Synergy_HSA=7.11. (4) Drug 2: CN1C(=O)N2C=NC(=C2N=N1)C(=O)N. Cell line: UACC-257. Drug 1: COC1=CC(=CC(=C1O)OC)C2C3C(COC3=O)C(C4=CC5=C(C=C24)OCO5)OC6C(C(C7C(O6)COC(O7)C8=CC=CS8)O)O. Synergy scores: CSS=14.9, Synergy_ZIP=6.93, Synergy_Bliss=4.51, Synergy_Loewe=-36.1, Synergy_HSA=0.0148. (5) Drug 1: CCC1=C2CN3C(=CC4=C(C3=O)COC(=O)C4(CC)O)C2=NC5=C1C=C(C=C5)O. Drug 2: C(CC(=O)O)C(=O)CN.Cl. Cell line: OVCAR-8. Synergy scores: CSS=39.2, Synergy_ZIP=3.54, Synergy_Bliss=2.70, Synergy_Loewe=-37.3, Synergy_HSA=1.29. (6) Drug 1: CC1CCC2CC(C(=CC=CC=CC(CC(C(=O)C(C(C(=CC(C(=O)CC(OC(=O)C3CCCCN3C(=O)C(=O)C1(O2)O)C(C)CC4CCC(C(C4)OC)OCCO)C)C)O)OC)C)C)C)OC. Drug 2: C1C(C(OC1N2C=NC3=C2NC=NCC3O)CO)O. Cell line: HCT-15. Synergy scores: CSS=-2.26, Synergy_ZIP=4.40, Synergy_Bliss=6.06, Synergy_Loewe=-6.57, Synergy_HSA=-2.62. (7) Cell line: OVCAR-5. Synergy scores: CSS=-0.826, Synergy_ZIP=-2.87, Synergy_Bliss=-1.07, Synergy_Loewe=-12.2, Synergy_HSA=-2.48. Drug 1: C1=CC(=CC=C1CCCC(=O)O)N(CCCl)CCCl. Drug 2: C1=NNC2=C1C(=O)NC=N2. (8) Drug 1: COC1=C(C=C2C(=C1)N=CN=C2NC3=CC(=C(C=C3)F)Cl)OCCCN4CCOCC4. Drug 2: CNC(=O)C1=NC=CC(=C1)OC2=CC=C(C=C2)NC(=O)NC3=CC(=C(C=C3)Cl)C(F)(F)F. Cell line: SNB-19. Synergy scores: CSS=51.7, Synergy_ZIP=3.68, Synergy_Bliss=8.39, Synergy_Loewe=-4.44, Synergy_HSA=6.56.